Task: Predict the reactants needed to synthesize the given product.. Dataset: Retrosynthesis with 50K atom-mapped reactions and 10 reaction types from USPTO (1) Given the product O=C(O)CC(COc1ccc(N2CCN(c3ccncc3)CC2)cc1)c1ccccc1, predict the reactants needed to synthesize it. The reactants are: COC(=O)CC(COc1ccc(N2CCN(c3ccncc3)CC2)cc1)c1ccccc1. (2) Given the product C[C@@H](Oc1cc(-n2cnc3cnc(COS(C)(=O)=O)cc32)sc1C(N)=O)c1ccccc1Cl, predict the reactants needed to synthesize it. The reactants are: CS(=O)(=O)Cl.C[C@@H](Oc1cc(-n2cnc3cnc(CO)cc32)sc1C(N)=O)c1ccccc1Cl. (3) Given the product O=C(Cc1ccc(C(F)(F)F)cc1)Nn1nc(N2CCOCC2)c2ccccc2c1=O, predict the reactants needed to synthesize it. The reactants are: Nn1nc(N2CCOCC2)c2ccccc2c1=O.O=C(O)Cc1ccc(C(F)(F)F)cc1. (4) Given the product N#Cc1ccc(C(=O)NCCCCO)cc1, predict the reactants needed to synthesize it. The reactants are: N#Cc1ccc(C(=O)Cl)cc1.NCCCCO. (5) Given the product Cc1nc(N)nc(N[C@@H](C)c2nc3ccn(C)c3cc2N(C)C2CN(C(=O)OC(C)(C)C)C2)c1C#N, predict the reactants needed to synthesize it. The reactants are: C[C@H](N)c1nc2ccn(C)c2cc1N(C)C1CN(C(=O)OC(C)(C)C)C1.Cc1nc(N)nc(Cl)c1C#N. (6) The reactants are: CC1(C)OC[C@H](CON)O1.CCOC(=O)c1oc2ccncc2c1Nc1cc(F)c(I)cc1F. Given the product CC1(C)OC[C@H](CONC(=O)c2oc3ccncc3c2Nc2cc(F)c(I)cc2F)O1, predict the reactants needed to synthesize it. (7) Given the product CC(C)(C)OC(=O)N1CCN(c2ccc(N3CCC(c4ccccc4)CC3)cc2)CC1, predict the reactants needed to synthesize it. The reactants are: Brc1ccc(N2CCC(c3ccccc3)CC2)cc1.CC(C)(C)OC(=O)N1CCNCC1. (8) The reactants are: C=C1CNC(OC(=O)O[C@H](C)OC(=O)C(C)C)O1.NCC1(CC(=O)O)CCCCC1. Given the product CC(C)C(=O)O[C@@H](C)OC(=O)NCC1(CC(=O)O)CCCCC1, predict the reactants needed to synthesize it. (9) Given the product COC(=O)c1c(Nc2ccccc2[N+](=O)[O-])sc2ccc(C)cc12, predict the reactants needed to synthesize it. The reactants are: COC(=O)c1c(N)sc2ccc(C)cc12.O=[N+]([O-])c1ccccc1F. (10) The reactants are: CNOC.Clc1nc(Cl)nc(Cl)n1. Given the product CON(C)c1nc(Cl)nc(Cl)n1, predict the reactants needed to synthesize it.